Dataset: Forward reaction prediction with 1.9M reactions from USPTO patents (1976-2016). Task: Predict the product of the given reaction. The product is: [Cl:1][C:2]1[CH:10]=[C:9]([C:11]2[CH:12]=[CH:13][C:14]3[N:15]([C:17]([C:20]4[CH:25]=[CH:24][C:23]([C:26]#[N:27])=[CH:22][CH:21]=4)=[CH:18][N:19]=3)[N:16]=2)[CH:8]=[CH:7][C:3]=1[C:4]([N:63]1[CH2:64][CH2:65][N:60]([CH3:59])[CH2:61][CH2:62]1)=[O:5]. Given the reactants [Cl:1][C:2]1[CH:10]=[C:9]([C:11]2[CH:12]=[CH:13][C:14]3[N:15]([C:17]([C:20]4[CH:25]=[CH:24][C:23]([C:26]#[N:27])=[CH:22][CH:21]=4)=[CH:18][N:19]=3)[N:16]=2)[CH:8]=[CH:7][C:3]=1[C:4](O)=[O:5].CN(C(ON1N=NC2C=CC=NC1=2)=[N+](C)C)C.F[P-](F)(F)(F)(F)F.CN1CCOCC1.[CH3:59][N:60]1[CH2:65][CH2:64][NH:63][CH2:62][CH2:61]1, predict the reaction product.